From a dataset of Forward reaction prediction with 1.9M reactions from USPTO patents (1976-2016). Predict the product of the given reaction. (1) The product is: [CH3:8][N:6]1[CH:7]=[C:2]([C:24]#[C:23][Si:20]([CH3:22])([CH3:21])[CH3:19])[CH:3]=[C:4]([O:10][CH2:11][O:12][CH2:13][CH2:14][Si:15]([CH3:18])([CH3:17])[CH3:16])[C:5]1=[O:9]. Given the reactants Br[C:2]1[CH:3]=[C:4]([O:10][CH2:11][O:12][CH2:13][CH2:14][Si:15]([CH3:18])([CH3:17])[CH3:16])[C:5](=[O:9])[N:6]([CH3:8])[CH:7]=1.[CH3:19][Si:20]([C:23]#[CH:24])([CH3:22])[CH3:21].C(NC(C)C)(C)C, predict the reaction product. (2) Given the reactants [OH-].[Na+].C(=O)([O-])O.[Na+].[CH3:8][C:9]([NH2:14])([CH3:13])[CH2:10][S:11][CH3:12].[C:15](Cl)(=[O:25])[C:16]1[C:17](=[CH:21][CH:22]=[CH:23][CH:24]=1)[C:18](Cl)=[O:19].[Cl-].[Na+].C1(=O)NC(=[O:35])C2=CC=CC1=C2.OO.[CH3:42][C:43]1[CH:49]=[C:48]([C:50]([F:59])([C:55]([F:58])([F:57])[F:56])[C:51]([F:54])([F:53])[F:52])[CH:47]=[CH:46][C:44]=1[NH2:45].S([O-])([O-])=O.[Na+].[Na+], predict the reaction product. The product is: [CH3:8][C:9]([NH:14][C:15]([C:16]1[C:17]([C:18]([NH:45][C:44]2[CH:46]=[CH:47][C:48]([C:50]([F:59])([C:51]([F:53])([F:54])[F:52])[C:55]([F:56])([F:57])[F:58])=[CH:49][C:43]=2[CH3:42])=[O:19])=[CH:21][CH:22]=[CH:23][CH:24]=1)=[O:25])([CH3:13])[CH2:10][S:11]([CH3:12])=[O:35].